Dataset: Volume of distribution at steady state (VDss) regression data from Lombardo et al.. Task: Regression/Classification. Given a drug SMILES string, predict its absorption, distribution, metabolism, or excretion properties. Task type varies by dataset: regression for continuous measurements (e.g., permeability, clearance, half-life) or binary classification for categorical outcomes (e.g., BBB penetration, CYP inhibition). For this dataset (vdss_lombardo), we predict log10(VDss) (log10 of volume of distribution in L/kg). (1) The drug is O=C1CN=C(c2ccccc2Cl)c2cc([N+](=O)[O-])ccc2N1. The log10(VDss) is 0.460. (2) The molecule is CCOC(=O)C1=C(C)NC(C)=C(C(=O)OC)C1c1cccc([N+](=O)[O-])c1. The log10(VDss) is 0.790. (3) The drug is C[C@@H](N/C(=N\c1ccncc1)NC#N)C(C)(C)C. The log10(VDss) is 0.0400. (4) The drug is CC#CCn1c(N2CCCC([NH3+])C2)nc2c1c(=O)n(Cc1nc(C)c3ccccc3n1)c(=O)n2C. The log10(VDss) is 1.20. (5) The drug is CCC(=O)N(c1ccccc1)C1CC[NH+](CCc2ccccc2)CC1. The log10(VDss) is -0.0500.